Dataset: Full USPTO retrosynthesis dataset with 1.9M reactions from patents (1976-2016). Task: Predict the reactants needed to synthesize the given product. Given the product [C:18]([O:22][C:23]([NH:25][C:30]([CH3:31])([CH3:32])[CH2:29][CH2:28][N:8]1[C:9]2[C:5](=[CH:4][C:3]([S:2][CH3:1])=[CH:11][CH:10]=2)[CH:6]=[CH:7]1)=[O:24])([CH3:21])([CH3:20])[CH3:19], predict the reactants needed to synthesize it. The reactants are: [CH3:1][S:2][C:3]1[CH:4]=[C:5]2[C:9](=[CH:10][CH:11]=1)[NH:8][CH:7]=[CH:6]2.CC(C)([O-])C.[K+].[C:18]([O:22][C:23]([N:25]1[C:30]([CH3:32])([CH3:31])[CH2:29][CH2:28]OS1(=O)=O)=[O:24])([CH3:21])([CH3:20])[CH3:19].Cl.